Dataset: Peptide-MHC class II binding affinity with 134,281 pairs from IEDB. Task: Regression. Given a peptide amino acid sequence and an MHC pseudo amino acid sequence, predict their binding affinity value. This is MHC class II binding data. (1) The peptide sequence is QMRSMPFLRKTRWTF. The MHC is HLA-DQA10201-DQB10303 with pseudo-sequence HLA-DQA10201-DQB10303. The binding affinity (normalized) is 0.467. (2) The peptide sequence is RRMWASAQNISGAGW. The MHC is DRB3_0101 with pseudo-sequence DRB3_0101. The binding affinity (normalized) is 0.242. (3) The peptide sequence is YDKFLANFSTVLTGK. The MHC is DRB1_0401 with pseudo-sequence DRB1_0401. The binding affinity (normalized) is 0.549. (4) The peptide sequence is GFPVRPQVPLRPMTYKGAFDL. The MHC is HLA-DQA10401-DQB10402 with pseudo-sequence HLA-DQA10401-DQB10402. The binding affinity (normalized) is 0.0907. (5) The binding affinity (normalized) is 0.402. The peptide sequence is RVPLTSNNGIKQQGI. The MHC is DRB1_0802 with pseudo-sequence DRB1_0802.